Task: Regression. Given two drug SMILES strings and cell line genomic features, predict the synergy score measuring deviation from expected non-interaction effect.. Dataset: NCI-60 drug combinations with 297,098 pairs across 59 cell lines (1) Drug 1: C1CCN(CC1)CCOC2=CC=C(C=C2)C(=O)C3=C(SC4=C3C=CC(=C4)O)C5=CC=C(C=C5)O. Drug 2: C1CCC(C(C1)N)N.C(=O)(C(=O)[O-])[O-].[Pt+4]. Cell line: SNB-75. Synergy scores: CSS=5.89, Synergy_ZIP=-2.84, Synergy_Bliss=-2.20, Synergy_Loewe=-3.50, Synergy_HSA=-2.52. (2) Drug 1: CC1CCC2CC(C(=CC=CC=CC(CC(C(=O)C(C(C(=CC(C(=O)CC(OC(=O)C3CCCCN3C(=O)C(=O)C1(O2)O)C(C)CC4CCC(C(C4)OC)O)C)C)O)OC)C)C)C)OC. Drug 2: CN(CC1=CN=C2C(=N1)C(=NC(=N2)N)N)C3=CC=C(C=C3)C(=O)NC(CCC(=O)O)C(=O)O. Cell line: SNB-19. Synergy scores: CSS=47.3, Synergy_ZIP=1.73, Synergy_Bliss=-0.581, Synergy_Loewe=-21.7, Synergy_HSA=-1.55. (3) Drug 1: C1=NC2=C(N1)C(=S)N=C(N2)N. Drug 2: CN1C(=O)N2C=NC(=C2N=N1)C(=O)N. Cell line: HT29. Synergy scores: CSS=30.7, Synergy_ZIP=1.16, Synergy_Bliss=0.108, Synergy_Loewe=-41.6, Synergy_HSA=-3.10. (4) Drug 1: C1CN1P(=S)(N2CC2)N3CC3. Drug 2: C1C(C(OC1N2C=C(C(=O)NC2=O)F)CO)O. Cell line: M14. Synergy scores: CSS=16.8, Synergy_ZIP=-3.87, Synergy_Bliss=0.386, Synergy_Loewe=-4.77, Synergy_HSA=-0.341.